Task: Regression/Classification. Given a drug SMILES string, predict its toxicity properties. Task type varies by dataset: regression for continuous values (e.g., LD50, hERG inhibition percentage) or binary classification for toxic/non-toxic outcomes (e.g., AMES mutagenicity, cardiotoxicity, hepatotoxicity). Dataset: herg_karim.. Dataset: hERG potassium channel inhibition data for cardiac toxicity prediction from Karim et al. (1) The compound is CS(=O)(=O)Nc1ccc2ccc3ncc(-c4ccccc4)cc3c(=O)c2c1. The result is 1 (blocker). (2) The compound is CCN(CC)c1ccc(NC(=O)C2(CN(C)C(=O)OCC(C)C)CCc3cccc(OC)c3C2)cc1. The result is 1 (blocker). (3) The compound is OCc1cc(C(O)CNCCCCCCOCCCCc2ccccc2)ccc1O. The result is 1 (blocker). (4) The drug is CCC[S+]([O-])CCCN(CC)CC(O)COc1ccc(C#N)cc1. The result is 1 (blocker). (5) The drug is CC(C)[C@]1(C)CC(=O)N(Cc2cc(F)cc(C(=O)N[C@@H](C)c3ccccc3)c2)C(=N)N1. The result is 1 (blocker). (6) The result is 0 (non-blocker). The drug is CC1(C)[C@H](Nc2c(C(N)=O)cnn3cc(-c4ccc(F)cc4)cc23)CC[C@]1(C)N. (7) The molecule is O=C1COc2ccc(CNC34CCC(CCc5c(F)cnc6ccc(OCC(O)CO)nc56)(CC3)OC4)nc2N1. The result is 1 (blocker). (8) The result is 1 (blocker). The drug is CC(C)(Cc1ccc2ccccc2c1)NCC(O)COc1ccccc1C#N.